The task is: Predict which catalyst facilitates the given reaction.. This data is from Catalyst prediction with 721,799 reactions and 888 catalyst types from USPTO. (1) Reactant: F[C:2]1[C:7]([F:8])=[C:6]([CH3:9])[C:5]([F:10])=[C:4]([F:11])[N:3]=1.[C:12]([C:14]1[CH:15]=[C:16]([OH:20])[CH:17]=[CH:18][CH:19]=1)#[N:13].C(=O)([O-])[O-].[Cs+].[Cs+]. Product: [F:8][C:7]1[C:2]([O:20][C:16]2[CH:15]=[C:14]([CH:19]=[CH:18][CH:17]=2)[C:12]#[N:13])=[N:3][C:4]([F:11])=[C:5]([F:10])[C:6]=1[CH3:9]. The catalyst class is: 10. (2) Reactant: C([O:3][CH:4](OCC)[C:5]1[O:13][C:12]2[C:11]([C:14]3[CH:15]=[N:16][C:17]([S:20]([CH3:23])(=[O:22])=[O:21])=[CH:18][CH:19]=3)=[CH:10][N:9]=[CH:8][C:7]=2[CH:6]=1)C.Cl.C(=O)(O)[O-].[Na+]. Product: [CH3:23][S:20]([C:17]1[N:16]=[CH:15][C:14]([C:11]2[C:12]3[O:13][C:5]([CH:4]=[O:3])=[CH:6][C:7]=3[CH:8]=[N:9][CH:10]=2)=[CH:19][CH:18]=1)(=[O:22])=[O:21]. The catalyst class is: 7. (3) Reactant: [CH3:1][CH2:2][CH2:3][CH2:4][CH2:5][CH2:6][CH2:7][CH2:8][CH2:9][CH2:10][CH2:11][CH2:12][CH2:13][CH2:14][CH2:15][C:16]([O:18][CH2:19][C@@H:20]([O:33][C:34]([CH2:36][CH2:37][CH2:38][CH2:39][CH2:40][CH2:41][CH2:42]/[CH:43]=[CH:44]\[CH2:45][CH2:46][CH2:47][CH2:48][CH2:49][CH2:50][CH2:51][CH3:52])=[O:35])[CH2:21][O:22][P:23]([O:26][CH2:27][CH2:28][N+:29]([CH3:32])([CH3:31])[CH3:30])([O-:25])=[O:24])=[O:17].[CH3:53][CH2:54][CH2:55][CH2:56][CH2:57][CH2:58][CH2:59][CH2:60][CH2:61][CH2:62][CH2:63][CH2:64][CH2:65][CH2:66][CH2:67][C:68]([O:70][CH2:71][C@@H:72]([O:84][C:85]([CH2:87][CH2:88][CH2:89][CH2:90][CH2:91][CH2:92][CH2:93]/[CH:94]=[CH:95]\[CH2:96][CH2:97][CH2:98][CH2:99][CH2:100][CH2:101][CH2:102][CH3:103])=[O:86])[CH2:73][O:74][P:75]([O:78][CH2:79][CH:80]([OH:83])[CH2:81][OH:82])([OH:77])=[O:76])=[O:69].C1C=C([N+]([O-])=O)C2C(=NON=2)C=1NCCOP(OCC(O)CO)(O)=O.C(O)C(N)(CO)CO.C1CN2C3C(CCC2)=C2OC4C(C=C5C6C=4CCC[N+]=6CCC5)=C(C4C=CC(S(O)(=O)=O)=CC=4S([O-])(=O)=O)C2=CC=3C1. Product: [CH3:1][CH2:2][CH2:3][CH2:4][CH2:5][CH2:6][CH2:7][CH2:8][CH2:9][CH2:10][CH2:11][CH2:12][CH2:13][CH2:14][CH2:15][C:16]([O:18][CH2:19][C@@H:20]([O:33][C:34]([CH2:36][CH2:37][CH2:38][CH2:39][CH2:40][CH2:41][CH2:42]/[CH:43]=[CH:44]\[CH2:45][CH2:46][CH2:47][CH2:48][CH2:49][CH2:50][CH2:51][CH3:52])=[O:35])[CH2:21][O:22][P:23]([O:26][CH2:27][CH2:28][N+:29]([CH3:32])([CH3:31])[CH3:30])([O-:25])=[O:24])=[O:17].[CH3:53][CH2:54][CH2:55][CH2:56][CH2:57][CH2:58][CH2:59][CH2:60][CH2:61][CH2:62][CH2:63][CH2:64][CH2:65][CH2:66][CH2:67][C:68]([O:70][CH2:71][C@@H:72]([O:84][C:85]([CH2:87][CH2:88][CH2:89][CH2:90][CH2:91][CH2:92][CH2:93]/[CH:94]=[CH:95]\[CH2:96][CH2:97][CH2:98][CH2:99][CH2:100][CH2:101][CH2:102][CH3:103])=[O:86])[CH2:73][O:74][P:75]([O:78][CH2:79][CH:80]([OH:83])[CH2:81][OH:82])([OH:77])=[O:76])=[O:69]. The catalyst class is: 14. (4) The catalyst class is: 18. Product: [CH3:23][O:22][C:15]1[CH:16]=[C:17]([O:20][CH3:21])[CH:18]=[CH:19][C:14]=1[CH2:13][N:9]1[CH2:8][CH:7]([CH2:6][N:35]2[CH:36]=[C:32]([B:27]3[O:26][C:25]([CH3:37])([CH3:24])[C:29]([CH3:31])([CH3:30])[O:28]3)[CH:33]=[N:34]2)[CH2:11][C:10]1=[O:12]. Reactant: CS(O[CH2:6][CH:7]1[CH2:11][C:10](=[O:12])[N:9]([CH2:13][C:14]2[CH:19]=[CH:18][C:17]([O:20][CH3:21])=[CH:16][C:15]=2[O:22][CH3:23])[CH2:8]1)(=O)=O.[CH3:24][C:25]1([CH3:37])[C:29]([CH3:31])([CH3:30])[O:28][B:27]([C:32]2[CH:33]=[N:34][NH:35][CH:36]=2)[O:26]1.[Na+].[I-].C([O-])([O-])=O.[K+].[K+]. (5) Reactant: CS(Cl)(=O)=O.[NH:6]([C:13]1[N:18]=[C:17]([C:19]2[N:23]([CH3:24])[C:22]([CH2:25][C:26]([CH3:29])(O)[CH3:27])=[N:21][CH:20]=2)[CH:16]=[CH:15][N:14]=1)[C:7]1[CH:12]=[CH:11][CH:10]=[CH:9][CH:8]=1.C(N(CC)CC)C. Product: [CH3:24][N:23]1[C:19]([C:17]2[CH:16]=[CH:15][N:14]=[C:13]([NH:6][C:7]3[CH:8]=[CH:9][CH:10]=[CH:11][CH:12]=3)[N:18]=2)=[CH:20][N:21]=[C:22]1[CH:25]=[C:26]([CH3:29])[CH3:27]. The catalyst class is: 2. (6) Reactant: [CH2:1]([O:3][C:4](=[O:24])[C:5]1[CH:10]=[CH:9][CH:8]=[C:7]([N:11]2[C:15]([CH3:16])=[CH:14][CH:13]=[C:12]2[C:17]2[CH:22]=[CH:21][CH:20]=[CH:19][C:18]=2[OH:23])[CH:6]=1)[CH3:2].C([O-])([O-])=O.[K+].[K+].[Cl:31][C:32]1[CH:39]=[CH:38][C:35]([CH2:36]Br)=[CH:34][CH:33]=1. Product: [CH2:1]([O:3][C:4](=[O:24])[C:5]1[CH:10]=[CH:9][CH:8]=[C:7]([N:11]2[C:15]([CH3:16])=[CH:14][CH:13]=[C:12]2[C:17]2[CH:22]=[CH:21][CH:20]=[CH:19][C:18]=2[O:23][CH2:36][C:35]2[CH:38]=[CH:39][C:32]([Cl:31])=[CH:33][CH:34]=2)[CH:6]=1)[CH3:2]. The catalyst class is: 3.